This data is from Forward reaction prediction with 1.9M reactions from USPTO patents (1976-2016). The task is: Predict the product of the given reaction. Given the reactants [CH:1]1[C:6]2[NH:7][C:8](=O)[CH2:9][CH2:10][O:11][C:5]=2[CH:4]=[CH:3][CH:2]=1.B, predict the reaction product. The product is: [CH:1]1[C:6]2[NH:7][CH2:8][CH2:9][CH2:10][O:11][C:5]=2[CH:4]=[CH:3][CH:2]=1.